From a dataset of NCI-60 drug combinations with 297,098 pairs across 59 cell lines. Regression. Given two drug SMILES strings and cell line genomic features, predict the synergy score measuring deviation from expected non-interaction effect. (1) Drug 1: C(=O)(N)NO. Drug 2: C1=NC2=C(N1)C(=S)N=CN2. Cell line: HT29. Synergy scores: CSS=19.1, Synergy_ZIP=-5.78, Synergy_Bliss=2.64, Synergy_Loewe=-9.68, Synergy_HSA=1.19. (2) Drug 1: C1=NC2=C(N1)C(=S)N=C(N2)N. Drug 2: CC1=C(C=C(C=C1)NC(=O)C2=CC=C(C=C2)CN3CCN(CC3)C)NC4=NC=CC(=N4)C5=CN=CC=C5. Cell line: KM12. Synergy scores: CSS=37.7, Synergy_ZIP=2.68, Synergy_Bliss=-8.43, Synergy_Loewe=-21.1, Synergy_HSA=-10.1. (3) Drug 1: C1=CC(=CC=C1CC(C(=O)O)N)N(CCCl)CCCl.Cl. Drug 2: C1=NC2=C(N1)C(=S)N=CN2. Cell line: SW-620. Synergy scores: CSS=10.3, Synergy_ZIP=-7.85, Synergy_Bliss=-3.51, Synergy_Loewe=-5.16, Synergy_HSA=-4.24. (4) Drug 1: C1CN1C2=NC(=NC(=N2)N3CC3)N4CC4. Cell line: SN12C. Drug 2: CC1C(C(CC(O1)OC2CC(CC3=C2C(=C4C(=C3O)C(=O)C5=C(C4=O)C(=CC=C5)OC)O)(C(=O)C)O)N)O.Cl. Synergy scores: CSS=60.9, Synergy_ZIP=-2.06, Synergy_Bliss=-2.62, Synergy_Loewe=-2.13, Synergy_HSA=1.24. (5) Drug 1: C1CCC(C1)C(CC#N)N2C=C(C=N2)C3=C4C=CNC4=NC=N3. Drug 2: CN(C)N=NC1=C(NC=N1)C(=O)N. Cell line: CAKI-1. Synergy scores: CSS=10.3, Synergy_ZIP=-7.59, Synergy_Bliss=-7.59, Synergy_Loewe=-4.09, Synergy_HSA=-3.42. (6) Drug 1: CCN(CC)CCNC(=O)C1=C(NC(=C1C)C=C2C3=C(C=CC(=C3)F)NC2=O)C. Drug 2: CC(C)CN1C=NC2=C1C3=CC=CC=C3N=C2N. Cell line: SN12C. Synergy scores: CSS=-3.95, Synergy_ZIP=-0.422, Synergy_Bliss=-3.72, Synergy_Loewe=-10.0, Synergy_HSA=-8.41. (7) Drug 1: C1CCC(CC1)NC(=O)N(CCCl)N=O. Drug 2: CC1CCC2CC(C(=CC=CC=CC(CC(C(=O)C(C(C(=CC(C(=O)CC(OC(=O)C3CCCCN3C(=O)C(=O)C1(O2)O)C(C)CC4CCC(C(C4)OC)O)C)C)O)OC)C)C)C)OC. Cell line: 786-0. Synergy scores: CSS=31.1, Synergy_ZIP=-10.2, Synergy_Bliss=-6.55, Synergy_Loewe=-3.29, Synergy_HSA=-1.52. (8) Drug 1: CC1OCC2C(O1)C(C(C(O2)OC3C4COC(=O)C4C(C5=CC6=C(C=C35)OCO6)C7=CC(=C(C(=C7)OC)O)OC)O)O. Drug 2: C1=NC2=C(N1)C(=S)N=C(N2)N. Cell line: UACC-257. Synergy scores: CSS=18.2, Synergy_ZIP=-11.9, Synergy_Bliss=-5.42, Synergy_Loewe=-4.61, Synergy_HSA=-2.72. (9) Drug 1: CNC(=O)C1=CC=CC=C1SC2=CC3=C(C=C2)C(=NN3)C=CC4=CC=CC=N4. Drug 2: CC=C1C(=O)NC(C(=O)OC2CC(=O)NC(C(=O)NC(CSSCCC=C2)C(=O)N1)C(C)C)C(C)C. Cell line: M14. Synergy scores: CSS=22.9, Synergy_ZIP=-7.23, Synergy_Bliss=-8.29, Synergy_Loewe=-56.9, Synergy_HSA=-11.4. (10) Drug 1: COC1=NC(=NC2=C1N=CN2C3C(C(C(O3)CO)O)O)N. Drug 2: CC1C(C(CC(O1)OC2CC(CC3=C2C(=C4C(=C3O)C(=O)C5=CC=CC=C5C4=O)O)(C(=O)C)O)N)O. Cell line: SK-MEL-2. Synergy scores: CSS=35.1, Synergy_ZIP=2.24, Synergy_Bliss=0.983, Synergy_Loewe=-53.9, Synergy_HSA=-1.95.